Task: Predict the reactants needed to synthesize the given product.. Dataset: Full USPTO retrosynthesis dataset with 1.9M reactions from patents (1976-2016) Given the product [F:1][C:2]1[CH:3]=[C:4]([C:8]2[CH:17]=[C:16]3[C:11]([CH2:12][CH2:13][CH2:14][CH:15]3[NH:18][C:19]3[CH:20]=[C:21]([CH:30]=[CH:31][CH:32]=3)[O:22][CH2:23][C:24]([O:26][CH:27]([CH3:28])[CH3:29])=[O:25])=[CH:10][CH:9]=2)[CH:5]=[CH:6][CH:7]=1, predict the reactants needed to synthesize it. The reactants are: [F:1][C:2]1[CH:3]=[C:4]([C:8]2[CH:17]=[C:16]3[C:11]([CH2:12][CH2:13][CH2:14][C:15]3=[N:18][C:19]3[CH:20]=[C:21]([CH:30]=[CH:31][CH:32]=3)[O:22][CH2:23][C:24]([O:26][CH:27]([CH3:29])[CH3:28])=[O:25])=[CH:10][CH:9]=2)[CH:5]=[CH:6][CH:7]=1.[B-](OC(C)=O)(OC(C)=O)OC(C)=O.[Na+].